From a dataset of Retrosynthesis with 50K atom-mapped reactions and 10 reaction types from USPTO. Predict the reactants needed to synthesize the given product. Given the product Cc1c2n(c3ccccc13)CCCC2N(C=O)C(C)C, predict the reactants needed to synthesize it. The reactants are: Cc1c2n(c3ccccc13)CCCC2NC(C)C.O=CO.